This data is from Peptide-MHC class I binding affinity with 185,985 pairs from IEDB/IMGT. The task is: Regression. Given a peptide amino acid sequence and an MHC pseudo amino acid sequence, predict their binding affinity value. This is MHC class I binding data. (1) The peptide sequence is DLYDYITRI. The MHC is HLA-A02:01 with pseudo-sequence HLA-A02:01. The binding affinity (normalized) is 0.502. (2) The MHC is HLA-A29:02 with pseudo-sequence HLA-A29:02. The peptide sequence is LSSSEPHCA. The binding affinity (normalized) is 0. (3) The peptide sequence is IVDSMIIGHI. The MHC is HLA-A68:02 with pseudo-sequence HLA-A68:02. The binding affinity (normalized) is 0.632. (4) The peptide sequence is LAAVLVVMA. The binding affinity (normalized) is 0.0726. The MHC is HLA-A02:01 with pseudo-sequence HLA-A02:01. (5) The peptide sequence is FLVFLVFSNV. The MHC is HLA-A02:02 with pseudo-sequence HLA-A02:02. The binding affinity (normalized) is 0.505. (6) The peptide sequence is IPQSLDSYWTSL. The MHC is Mamu-B8301 with pseudo-sequence Mamu-B8301. The binding affinity (normalized) is 0. (7) The peptide sequence is VLNPYMPTV. The MHC is HLA-A02:06 with pseudo-sequence HLA-A02:06. The binding affinity (normalized) is 0.324. (8) The peptide sequence is FPNLQVDPT. The MHC is HLA-A25:01 with pseudo-sequence HLA-A25:01. The binding affinity (normalized) is 0.0847. (9) The peptide sequence is LPPVVAKEI. The MHC is HLA-A02:02 with pseudo-sequence HLA-A02:02. The binding affinity (normalized) is 0.236. (10) The MHC is HLA-A02:01 with pseudo-sequence HLA-A02:01. The peptide sequence is YTGPDHQEW. The binding affinity (normalized) is 0.0847.